Dataset: Forward reaction prediction with 1.9M reactions from USPTO patents (1976-2016). Task: Predict the product of the given reaction. (1) Given the reactants [O:1]1[C:5]2[CH:6]=[CH:7][CH:8]=[CH:9][C:4]=2[N:3]=[C:2]1[C:10]1[N:11]=[C:12]2[C:18]3[CH:19]=[CH:20][CH:21]=[CH:22][C:17]=3[NH:16][C:15]3[N:23]=[CH:24][CH:25]=[CH:26][C:14]=3[N:13]2[C:27]=1[C:28]1[CH:33]=[CH:32][C:31]([C:34]2([NH:38]C(=O)OC(C)(C)C)[CH2:37][CH2:36][CH2:35]2)=[CH:30][CH:29]=1.[ClH:46].O1CCOCC1, predict the reaction product. The product is: [ClH:46].[ClH:46].[ClH:46].[O:1]1[C:5]2[CH:6]=[CH:7][CH:8]=[CH:9][C:4]=2[N:3]=[C:2]1[C:10]1[N:11]=[C:12]2[C:18]3[CH:19]=[CH:20][CH:21]=[CH:22][C:17]=3[NH:16][C:15]3[N:23]=[CH:24][CH:25]=[CH:26][C:14]=3[N:13]2[C:27]=1[C:28]1[CH:29]=[CH:30][C:31]([C:34]2([NH2:38])[CH2:37][CH2:36][CH2:35]2)=[CH:32][CH:33]=1. (2) Given the reactants [N+:1]([C:4]1[C:13]([CH2:14]C(OC(C)(C)C)=O)=[CH:12][CH:11]=[C:10]2[C:5]=1[CH:6]=[CH:7][O:8][C:9]2=[O:22])([O-:3])=[O:2].FC(F)(F)C(O)=O.N1C2C(=CC=CC=2)C=CC=1, predict the reaction product. The product is: [CH3:14][C:13]1[C:4]([N+:1]([O-:3])=[O:2])=[C:5]2[C:10](=[CH:11][CH:12]=1)[C:9](=[O:22])[O:8][CH:7]=[CH:6]2.